This data is from Forward reaction prediction with 1.9M reactions from USPTO patents (1976-2016). The task is: Predict the product of the given reaction. (1) Given the reactants C(N(CC)CC)C.[Cl:8][C:9]1[C:18]2[C:13](=[CH:14][CH:15]=[CH:16][CH:17]=2)[N:12]=[CH:11][C:10]=1[N+:19]([O-:21])=[O:20].[CH2:22](N)[C:23]#[CH:24], predict the reaction product. The product is: [Cl:8][C:9]1[C:18]2[C:13](=[CH:14][CH:15]=[CH:16][CH:17]=2)[N:12]([CH2:24][C:23]#[CH:22])[CH2:11][C:10]=1[N+:19]([O-:21])=[O:20]. (2) Given the reactants [Cl:1][C:2]1[CH:7]=[C:6]([Cl:8])[CH:5]=[CH:4][C:3]=1[CH2:9][CH2:10][NH:11][C:12]1[N:17]=[C:16]([O:18][CH3:19])[N:15]=[C:14]([C:20]2[CH:21]=[C:22]([C:26]([CH3:31])([CH3:30])[C:27]([OH:29])=[O:28])[CH:23]=[CH:24][CH:25]=2)[CH:13]=1.[P:32](=[O:36])([OH:35])([OH:34])[OH:33], predict the reaction product. The product is: [P:32](=[O:33])([OH:36])([OH:35])[OH:34].[Cl:1][C:2]1[CH:7]=[C:6]([Cl:8])[CH:5]=[CH:4][C:3]=1[CH2:9][CH2:10][NH:11][C:12]1[N:17]=[C:16]([O:18][CH3:19])[N:15]=[C:14]([C:20]2[CH:21]=[C:22]([C:26]([CH3:31])([CH3:30])[C:27]([OH:29])=[O:28])[CH:23]=[CH:24][CH:25]=2)[CH:13]=1. (3) Given the reactants [OH:1][CH2:2][CH:3]1[CH2:8][CH2:7][N:6]([C:9]([O:11][C:12]([CH3:15])([CH3:14])[CH3:13])=[O:10])[CH2:5][CH2:4]1.C(N(CC)C(C)C)(C)C.ClC(Cl)(O[C:29](=[O:35])OC(Cl)(Cl)Cl)Cl.[F:37][C:38]1[CH:39]=[CH:40][C:41]([C:45]2[S:46][CH:47]=[C:48]([CH3:50])[N:49]=2)=[C:42]([CH:44]=1)[NH2:43], predict the reaction product. The product is: [F:37][C:38]1[CH:39]=[CH:40][C:41]([C:45]2[S:46][CH:47]=[C:48]([CH3:50])[N:49]=2)=[C:42]([NH:43][C:29]([O:1][CH2:2][CH:3]2[CH2:8][CH2:7][N:6]([C:9]([O:11][C:12]([CH3:15])([CH3:14])[CH3:13])=[O:10])[CH2:5][CH2:4]2)=[O:35])[CH:44]=1. (4) Given the reactants FC(F)(F)C(O)=O.[NH2:8][CH2:9][CH2:10][CH:11]([NH:19][C:20]([C:22]1([NH:37]C(=O)OC(C)(C)C)[CH2:27][CH2:26][N:25]([C:28]2[C:29]3[CH:36]=[CH:35][NH:34][C:30]=3[N:31]=[CH:32][N:33]=2)[CH2:24][CH2:23]1)=[O:21])[C:12]1[CH:17]=[CH:16][C:15]([Cl:18])=[CH:14][CH:13]=1, predict the reaction product. The product is: [NH2:37][C:22]1([C:20]([NH:19][CH:11]([C:12]2[CH:13]=[CH:14][C:15]([Cl:18])=[CH:16][CH:17]=2)[CH2:10][CH2:9][NH2:8])=[O:21])[CH2:23][CH2:24][N:25]([C:28]2[C:29]3[CH:36]=[CH:35][NH:34][C:30]=3[N:31]=[CH:32][N:33]=2)[CH2:26][CH2:27]1. (5) Given the reactants [CH3:1]OC(OC)N(C)C.[C:9]([O:13][C:14]([N:16]1[CH2:21][CH2:20][C:19](=O)[CH2:18][CH2:17]1)=[O:15])([CH3:12])([CH3:11])[CH3:10].S(O)(O)(=O)=O.[CH3:28][NH:29][C:30](=[NH:32])[SH:31].[O-]CC.[Na+], predict the reaction product. The product is: [C:9]([O:13][C:14]([N:16]1[CH2:21][CH2:20][C:19]2[N:32]=[C:30]([S:31][CH3:1])[N:29]=[CH:28][C:18]=2[CH2:17]1)=[O:15])([CH3:12])([CH3:11])[CH3:10]. (6) Given the reactants C[O:2][C:3](=[O:22])[C:4]1[CH:9]=[CH:8][C:7]([O:10][CH2:11][C:12]2[CH:21]=[CH:20][C:19]3[C:14](=[CH:15][CH:16]=[CH:17][CH:18]=3)[N:13]=2)=[CH:6][CH:5]=1.[OH-].[Na+].Cl, predict the reaction product. The product is: [N:13]1[C:14]2[C:19](=[CH:18][CH:17]=[CH:16][CH:15]=2)[CH:20]=[CH:21][C:12]=1[CH2:11][O:10][C:7]1[CH:8]=[CH:9][C:4]([C:3]([OH:22])=[O:2])=[CH:5][CH:6]=1. (7) Given the reactants C([N:8]1[N:12]=[C:11]([C:13]([OH:20])([CH2:18][CH3:19])[C:14]([F:17])([F:16])[F:15])[CH:10]=[N:9]1)C1C=CC=CC=1, predict the reaction product. The product is: [F:17][C:14]([F:15])([F:16])[C:13]([C:11]1[CH:10]=[N:9][NH:8][N:12]=1)([OH:20])[CH2:18][CH3:19]. (8) The product is: [Cl:1][C:2]1[CH:3]=[CH:4][C:5]([CH:8]([O:14][CH2:24][C:25]2[CH:32]=[CH:31][C:28]([CH3:29])=[CH:27][CH:26]=2)[CH2:9][CH2:10][N:11]([CH3:13])[CH3:12])=[CH:6][CH:7]=1. Given the reactants [Cl:1][C:2]1[CH:7]=[CH:6][C:5]([CH:8]([OH:14])[CH2:9][CH2:10][N:11]([CH3:13])[CH3:12])=[CH:4][CH:3]=1.CCN(C(C)C)C(C)C.[CH3:24][C:25]1[CH:32]=[CH:31][C:28]([CH2:29]Br)=[CH:27][CH:26]=1, predict the reaction product.